Dataset: Full USPTO retrosynthesis dataset with 1.9M reactions from patents (1976-2016). Task: Predict the reactants needed to synthesize the given product. (1) Given the product [CH3:37][N:7]([CH3:6])[CH2:8][CH2:9][N:10]([CH3:36])[C:11]1[CH:16]=[C:15]([O:17][CH3:18])[C:14]([NH:19][C:20]2[N:25]=[C:24]([C:26]3[CH:27]=[N:28][N:29]4[CH2:34][CH2:33][CH2:32][CH2:31][C:30]=34)[CH:23]=[CH:22][N:21]=2)=[CH:13][C:12]=1[NH:35][C:1](=[O:4])[CH:2]=[CH2:3], predict the reactants needed to synthesize it. The reactants are: [C:1](Cl)(=[O:4])[CH:2]=[CH2:3].[CH3:6][N:7]([CH3:37])[CH2:8][CH2:9][N:10]([CH3:36])[C:11]1[C:12]([NH2:35])=[CH:13][C:14]([NH:19][C:20]2[N:25]=[C:24]([C:26]3[CH:27]=[N:28][N:29]4[CH2:34][CH2:33][CH2:32][CH2:31][C:30]=34)[CH:23]=[CH:22][N:21]=2)=[C:15]([O:17][CH3:18])[CH:16]=1. (2) The reactants are: [CH3:1][C:2]1[CH:7]=[CH:6][C:5]([NH:8][C:9](=[O:21])[C:10]2[CH:15]=[CH:14][N:13]=[C:12]([N:16]3[CH2:20][CH2:19][CH2:18][CH2:17]3)[CH:11]=2)=[CH:4][C:3]=1[C:22]1[CH:27]=[CH:26][C:25]([C:28]([OH:30])=O)=[CH:24][CH:23]=1.CN(C(ON1N=NC2C=CC=NC1=2)=[N+](C)C)C.F[P-](F)(F)(F)(F)F.C1C=CC2N(O)N=NC=2C=1.CCN(C(C)C)C(C)C.[CH3:74][N:75]1[CH2:80][CH2:79][NH:78][CH2:77][CH2:76]1. Given the product [CH3:1][C:2]1[C:3]([C:22]2[CH:27]=[CH:26][C:25]([C:28]([N:78]3[CH2:79][CH2:80][N:75]([CH3:74])[CH2:76][CH2:77]3)=[O:30])=[CH:24][CH:23]=2)=[CH:4][C:5]([NH:8][C:9](=[O:21])[C:10]2[CH:15]=[CH:14][N:13]=[C:12]([N:16]3[CH2:20][CH2:19][CH2:18][CH2:17]3)[CH:11]=2)=[CH:6][CH:7]=1, predict the reactants needed to synthesize it. (3) The reactants are: [O:1]1[CH2:6][CH2:5][O:4][C:3]2[CH:7]=[C:8]([C:11]3[C:12]([CH3:29])=[C:13]([CH:26]=[CH:27][CH:28]=3)[CH2:14][O:15][C:16]3[C:23]([CH3:24])=[CH:22][C:19]([CH:20]=[O:21])=[C:18]([OH:25])[CH:17]=3)[CH:9]=[CH:10][C:2]1=2.Br.Br[CH2:32][C:33]1[CH:34]=[N:35][CH:36]=[CH:37][CH:38]=1.C(=O)([O-])[O-].[Cs+].[Cs+].O. Given the product [O:1]1[CH2:6][CH2:5][O:4][C:3]2[CH:7]=[C:8]([C:11]3[C:12]([CH3:29])=[C:13]([CH:26]=[CH:27][CH:28]=3)[CH2:14][O:15][C:16]3[C:23]([CH3:24])=[CH:22][C:19]([CH:20]=[O:21])=[C:18]([O:25][CH2:32][C:33]4[CH:34]=[N:35][CH:36]=[CH:37][CH:38]=4)[CH:17]=3)[CH:9]=[CH:10][C:2]1=2, predict the reactants needed to synthesize it.